Task: Predict the reactants needed to synthesize the given product.. Dataset: Full USPTO retrosynthesis dataset with 1.9M reactions from patents (1976-2016) (1) The reactants are: [OH:1]C(C(F)(F)F)=O.[CH3:8][C:9]1[NH:10][C:11]2[C:16]([C:17]=1[CH3:18])=[C:15]([NH:19][C@H:20]1[CH2:24][CH2:23][NH:22][CH2:21]1)[CH:14]=[CH:13][C:12]=2[C:25]#[N:26].OS(O)(=O)=O.[OH-].[Na+]. Given the product [CH3:8][C:9]1[NH:10][C:11]2[C:16]([C:17]=1[CH3:18])=[C:15]([NH:19][C@H:20]1[CH2:24][CH2:23][NH:22][CH2:21]1)[CH:14]=[CH:13][C:12]=2[C:25]([NH2:26])=[O:1], predict the reactants needed to synthesize it. (2) Given the product [Cl:1][C:2]1[CH:27]=[C:26]([CH:28]=[O:29])[C:25]([O:30][CH2:42][C:41]2[CH:44]=[CH:45][CH:46]=[C:39]([C:37]#[N:38])[CH:40]=2)=[CH:24][C:3]=1[O:4][CH2:5][C:6]1[CH:13]=[CH:12][CH:11]=[C:10]([C:14]2[CH:23]=[CH:22][C:17]3[O:18][CH2:19][CH2:20][O:21][C:16]=3[CH:15]=2)[C:7]=1[C:8]#[N:9], predict the reactants needed to synthesize it. The reactants are: [Cl:1][C:2]1[CH:27]=[C:26]([CH:28]=[O:29])[C:25]([OH:30])=[CH:24][C:3]=1[O:4][CH2:5][C:6]1[CH:13]=[CH:12][CH:11]=[C:10]([C:14]2[CH:23]=[CH:22][C:17]3[O:18][CH2:19][CH2:20][O:21][C:16]=3[CH:15]=2)[C:7]=1[C:8]#[N:9].C(=O)([O-])[O-].[Cs+].[Cs+].[C:37]([C:39]1[CH:40]=[C:41]([CH:44]=[CH:45][CH:46]=1)[CH2:42]Br)#[N:38].